From a dataset of Catalyst prediction with 721,799 reactions and 888 catalyst types from USPTO. Predict which catalyst facilitates the given reaction. Reactant: C(O[C:5](=[O:10])[CH2:6][CH2:7][CH2:8][CH3:9])(=O)C.[F:11][C:12]1[CH:17]=[CH:16][C:15]([NH:18][C:19]([NH2:21])=[NH:20])=[CH:14][CH:13]=1.C[O-].[Na+]. Product: [CH2:8]([C:7]1[N:20]=[C:19]([NH:18][C:15]2[CH:16]=[CH:17][C:12]([F:11])=[CH:13][CH:14]=2)[N:21]=[C:5]([OH:10])[CH:6]=1)[CH3:9]. The catalyst class is: 8.